This data is from Peptide-MHC class I binding affinity with 185,985 pairs from IEDB/IMGT. The task is: Regression. Given a peptide amino acid sequence and an MHC pseudo amino acid sequence, predict their binding affinity value. This is MHC class I binding data. (1) The peptide sequence is KMFTYLMES. The MHC is HLA-B46:01 with pseudo-sequence HLA-B46:01. The binding affinity (normalized) is 0.0847. (2) The binding affinity (normalized) is 0.594. The MHC is HLA-A23:01 with pseudo-sequence HLA-A23:01. The peptide sequence is SAIFFTTSLF. (3) The peptide sequence is KIISEIGQL. The MHC is HLA-B08:01 with pseudo-sequence HLA-B08:01. The binding affinity (normalized) is 0.0847. (4) The peptide sequence is LVMAPRTVL. The MHC is HLA-A03:01 with pseudo-sequence HLA-A03:01. The binding affinity (normalized) is 0.0847. (5) The peptide sequence is ELRELNDRL. The MHC is HLA-A02:01 with pseudo-sequence HLA-A02:01. The binding affinity (normalized) is 0.277. (6) The peptide sequence is LLPPQHLIRV. The MHC is HLA-A02:06 with pseudo-sequence HLA-A02:06. The binding affinity (normalized) is 0.603.